This data is from Full USPTO retrosynthesis dataset with 1.9M reactions from patents (1976-2016). The task is: Predict the reactants needed to synthesize the given product. (1) Given the product [CH2:23]([S:20]([C:17]1[CH:18]=[CH:19][C:14]2[O:13][CH2:12][C:11](=[O:24])[N:10]([CH2:9][CH2:8][N:5]3[CH2:6][CH2:7][CH:2]([NH:1][CH2:36][C:34]4[CH:33]=[CH:32][C:29]5[O:30][CH2:31][C:26](=[O:25])[NH:27][C:28]=5[N:35]=4)[CH2:3][CH2:4]3)[C:15]=2[CH:16]=1)(=[O:22])=[O:21])[CH3:38], predict the reactants needed to synthesize it. The reactants are: [NH2:1][CH:2]1[CH2:7][CH2:6][N:5]([CH2:8][CH2:9][N:10]2[C:15]3[CH:16]=[C:17]([S:20]([CH3:23])(=[O:22])=[O:21])[CH:18]=[CH:19][C:14]=3[O:13][CH2:12][C:11]2=[O:24])[CH2:4][CH2:3]1.[O:25]=[C:26]1[CH2:31][O:30][C:29]2[CH:32]=[CH:33][C:34]([CH:36]=O)=[N:35][C:28]=2[NH:27]1.[C:38]([BH3-])#N.[Na+]. (2) Given the product [Cl:1][C:2]1[CH:3]=[CH:4][C:5]2[C:6]3[CH2:24][N:23]([CH3:25])[CH2:22][CH2:21][C:7]=3[N:8](/[CH:11]=[C:12](/[C:15]3[CH:20]=[CH:19][N:18]=[CH:17][CH:16]=3)\[CH3:13])[C:9]=2[CH:10]=1, predict the reactants needed to synthesize it. The reactants are: [Cl:1][C:2]1[CH:3]=[CH:4][C:5]2[C:6]3[CH2:24][N:23]([CH3:25])[CH2:22][CH2:21][C:7]=3[N:8]([CH2:11][C:12]([C:15]3[CH:20]=[CH:19][N:18]=[CH:17][CH:16]=3)(O)[CH3:13])[C:9]=2[CH:10]=1.[OH-].[K+]. (3) Given the product [N:1]1([C:7]([O:9][C:10]([CH3:13])([CH3:12])[CH3:11])=[O:8])[CH2:2][CH:3]=[CH:4][CH2:5][CH2:6]1, predict the reactants needed to synthesize it. The reactants are: [NH:1]1[CH2:6][CH:5]=[CH:4][CH2:3][CH2:2]1.[C:7](O[C:7]([O:9][C:10]([CH3:13])([CH3:12])[CH3:11])=[O:8])([O:9][C:10]([CH3:13])([CH3:12])[CH3:11])=[O:8]. (4) Given the product [F:29][C:26]([F:27])([F:28])[C:22]1[N:21]=[C:20]([N:17]2[CH2:16][CH2:15][NH:14][CH2:19][CH2:18]2)[CH:25]=[CH:24][CH:23]=1, predict the reactants needed to synthesize it. The reactants are: Cl.Cl.C([C@]1(C([N:14]2[CH2:19][CH2:18][N:17]([C:20]3[CH:25]=[CH:24][CH:23]=[C:22]([C:26]([F:29])([F:28])[F:27])[N:21]=3)[CH2:16][CH2:15]2)=O)CC[C@@H](N)C1)(C)C.CC1C(=O)CCOC1.C(N(CC)CC)C.C(O[BH-](OC(=O)C)OC(=O)C)(=O)C.[Na+]. (5) Given the product [CH3:13][O:12][C:7](=[O:11])[CH:8]([CH3:10])[CH2:9][NH:6][CH:1]1[CH2:5][CH2:4][CH2:3][CH2:2]1, predict the reactants needed to synthesize it. The reactants are: [CH:1]1([NH2:6])[CH2:5][CH2:4][CH2:3][CH2:2]1.[C:7]([O:12][CH3:13])(=[O:11])[C:8]([CH3:10])=[CH2:9]. (6) Given the product [Br:18][CH:4]([CH:1]1[CH2:3][CH2:2]1)[C:5]([C:7]1[CH:8]=[C:9]([CH:14]=[CH:15][C:16]=1[CH3:17])[C:10]([O:12][CH3:13])=[O:11])=[O:6], predict the reactants needed to synthesize it. The reactants are: [CH:1]1([CH2:4][C:5]([C:7]2[CH:8]=[C:9]([CH:14]=[CH:15][C:16]=2[CH3:17])[C:10]([O:12][CH3:13])=[O:11])=[O:6])[CH2:3][CH2:2]1.[Br:18]Br. (7) Given the product [CH3:1][C:2]1[N:7]=[C:6]([N:8]2[CH2:9][CH2:10][O:11][C:15]2=[O:16])[CH:5]=[CH:4][C:3]=1[N+:12]([O-:14])=[O:13], predict the reactants needed to synthesize it. The reactants are: [CH3:1][C:2]1[N:7]=[C:6]([NH:8][CH2:9][CH2:10][OH:11])[CH:5]=[CH:4][C:3]=1[N+:12]([O-:14])=[O:13].[C:15](N1C=CN=C1)(N1C=CN=C1)=[O:16].[H-].[Na+]. (8) Given the product [Cl:41][C:42]1[N:47]=[CH:46][C:45]([CH2:23][C:24]2[CH:29]=[N:28][C:27]([O:30][CH2:31][CH3:32])=[C:26]([C:33]3[CH:38]=[CH:37][C:36]([F:39])=[C:35]([F:40])[CH:34]=3)[N:25]=2)=[CH:44][N:43]=1, predict the reactants needed to synthesize it. The reactants are: BrCC1N=C(C2C=CC=C(OC(F)F)C=2)C(OCC)=NC=1.Br[CH2:23][C:24]1[N:25]=[C:26]([C:33]2[CH:38]=[CH:37][C:36]([F:39])=[C:35]([F:40])[CH:34]=2)[C:27]([O:30][CH2:31][CH3:32])=[N:28][CH:29]=1.[Cl:41][C:42]1[N:47]=[CH:46][C:45](B(O)O)=[CH:44][N:43]=1.C([O-])(O)=O.[Na+].C([O-])([O-])=O.[Na+].[Na+]. (9) Given the product [CH2:1]([O:3][C:4](=[O:25])[CH2:5][C:6]1[C:7]([Cl:24])=[N:8][CH:9]=[C:10]([C:12]2[CH:17]=[CH:16][C:15]([C:18]([F:19])([F:21])[F:20])=[CH:14][C:13]=2[CH2:22][NH:28][CH2:26][CH3:27])[CH:11]=1)[CH3:2], predict the reactants needed to synthesize it. The reactants are: [CH2:1]([O:3][C:4](=[O:25])[CH2:5][C:6]1[C:7]([Cl:24])=[N:8][CH:9]=[C:10]([C:12]2[CH:17]=[CH:16][C:15]([C:18]([F:21])([F:20])[F:19])=[CH:14][C:13]=2[CH:22]=O)[CH:11]=1)[CH3:2].[CH2:26]([NH2:28])[CH3:27]. (10) The reactants are: [C:1](#[N:7])[CH2:2][CH2:3][CH2:4][CH:5]=[CH2:6].[CH3:8][OH:9].[ClH:10]. Given the product [ClH:10].[C:1](=[NH:7])([O:9][CH3:8])[CH2:2][CH2:3][CH2:4][CH:5]=[CH2:6], predict the reactants needed to synthesize it.